This data is from Reaction yield outcomes from USPTO patents with 853,638 reactions. The task is: Predict the reaction yield, written as a fraction of the theoretical maximum amount of product (1.0 means a 100% yield; for example, 0.34 means a 34% yield). (1) The reactants are [Cl:1][C:2]1[C:7]([C:8]2[CH:9]=[CH:10][C:11]3[C:12]4[CH:20]=[N:19][NH:18][C:13]=4[N:14]=[CH:15][C:16]=3[CH:17]=2)=[C:6]([F:21])[CH:5]=[CH:4][C:3]=1[NH:22][S:23]([CH2:26][CH2:27][CH3:28])(=[O:25])=[O:24].C1C(=O)N([Br:36])C(=O)C1. The catalyst is CC#N. The product is [Br:36][C:20]1[C:12]2[C:11]3[CH:10]=[CH:9][C:8]([C:7]4[C:2]([Cl:1])=[C:3]([NH:22][S:23]([CH2:26][CH2:27][CH3:28])(=[O:24])=[O:25])[CH:4]=[CH:5][C:6]=4[F:21])=[CH:17][C:16]=3[CH:15]=[N:14][C:13]=2[NH:18][N:19]=1. The yield is 0.500. (2) The reactants are NC(N)=O.[C:5]([O:9][C:10]([NH:12][CH2:13][CH2:14][CH2:15][NH:16][S:17]([C:20]1[C:25]([Cl:26])=[CH:24][CH:23]=[C:22]([NH2:27])[C:21]=1[OH:28])(=[O:19])=[O:18])=[O:11])([CH3:8])([CH3:7])[CH3:6].[Br:29][C:30]1[CH:35]=[CH:34][CH:33]=[CH:32][C:31]=1[N:36]=[C:37]=[O:38]. No catalyst specified. The product is [Br:29][C:30]1[CH:35]=[CH:34][CH:33]=[CH:32][C:31]=1[NH:36][C:37]([NH:27][C:22]1[CH:23]=[CH:24][C:25]([Cl:26])=[C:20]([S:17]([NH:16][CH2:15][CH2:14][CH2:13][NH:12][C:10]([O:9][C:5]([CH3:8])([CH3:6])[CH3:7])=[O:11])(=[O:19])=[O:18])[C:21]=1[OH:28])=[O:38]. The yield is 0.840. (3) The reactants are Br[C:2]1[C:3]([CH3:19])=[C:4]([NH:8][C:9](=[O:18])[CH2:10][C:11]2[C:16]([Cl:17])=[CH:15][CH:14]=[CH:13][N:12]=2)[CH:5]=[CH:6][CH:7]=1.[CH3:20][C:21]1([CH3:37])[C:25]([CH3:27])([CH3:26])[O:24][B:23]([B:23]2[O:24][C:25]([CH3:27])([CH3:26])[C:21]([CH3:37])([CH3:20])[O:22]2)[O:22]1.C([O-])(=O)C.[K+]. The catalyst is CS(C)=O.O1CCOCC1.CCOC(C)=O.C1C=CC(P(C2C=CC=CC=2)[C-]2C=CC=C2)=CC=1.C1C=CC(P(C2C=CC=CC=2)[C-]2C=CC=C2)=CC=1.Cl[Pd]Cl.[Fe+2].C(Cl)Cl. The product is [Cl:17][C:16]1[C:11]([CH2:10][C:9]([NH:8][C:4]2[CH:5]=[CH:6][CH:7]=[C:2]([B:23]3[O:24][C:25]([CH3:27])([CH3:26])[C:21]([CH3:37])([CH3:20])[O:22]3)[C:3]=2[CH3:19])=[O:18])=[N:12][CH:13]=[CH:14][CH:15]=1. The yield is 0.850. (4) The reactants are [N+:1]([C:4]1[CH:9]=[CH:8][C:7]([CH2:10][C:11]([OH:13])=O)=[CH:6][CH:5]=1)([O-:3])=[O:2].[F:14][C:15]([F:68])([F:67])[C:16]1[CH:17]=[C:18]([CH:60]=[C:61]([C:63]([F:66])([F:65])[F:64])[CH:62]=1)[C:19]([N:21]1[CH2:25][C@@:24]([CH2:33][CH2:34][N:35]2[CH2:40][CH2:39][C:38]3([C:48]4[C:43](=[CH:44][CH:45]=[CH:46][CH:47]=4)[CH2:42][C@@H:41]3[O:49][CH2:50][C:51]([N:53]([CH3:59])[CH2:54][CH2:55][CH2:56][NH:57][CH3:58])=[O:52])[CH2:37][CH2:36]2)([C:26]2[CH:31]=[CH:30][C:29]([F:32])=[CH:28][CH:27]=2)[O:23][CH2:22]1)=[O:20]. No catalyst specified. The product is [F:66][C:63]([F:64])([F:65])[C:61]1[CH:60]=[C:18]([CH:17]=[C:16]([C:15]([F:14])([F:68])[F:67])[CH:62]=1)[C:19]([N:21]1[CH2:25][C@@:24]([CH2:33][CH2:34][N:35]2[CH2:36][CH2:37][C:38]3([C:48]4[C:43](=[CH:44][CH:45]=[CH:46][CH:47]=4)[CH2:42][C@@H:41]3[O:49][CH2:50][C:51]([N:53]([CH3:59])[CH2:54][CH2:55][CH2:56][N:57]([CH3:58])[C:11](=[O:13])[CH2:10][C:7]3[CH:6]=[CH:5][C:4]([N+:1]([O-:3])=[O:2])=[CH:9][CH:8]=3)=[O:52])[CH2:39][CH2:40]2)([C:26]2[CH:27]=[CH:28][C:29]([F:32])=[CH:30][CH:31]=2)[O:23][CH2:22]1)=[O:20]. The yield is 0.940.